This data is from Experimentally validated miRNA-target interactions with 360,000+ pairs, plus equal number of negative samples. The task is: Binary Classification. Given a miRNA mature sequence and a target amino acid sequence, predict their likelihood of interaction. (1) The miRNA is mmu-miR-541-5p with sequence AAGGGAUUCUGAUGUUGGUCACACU. The protein sequence of the target gene is MLRICGLGVVLSLAVAAVAVMAVWLMDWWGPRPGIRLFLPEELARYRGGPGDPGLYLALLGRVYDVSSGRRHYEPGAHYSGFAGRDASRAFVTGDYSEAGLVDDINGLSSSEILTLHNWLSFYEKNYVFVGRLVGRFYRKDGLPTSELTQVEAMVTKGMEANEQEQREKQKFPPCNSEWSSAKGSRLWCSQKSGGVHRDWIGVPRKLYKPGAKEPHCVCVRTTGPPSDQQDNPRHSNHGDLDNPNLEEYTGCPPLATTCSFPL. Result: 1 (interaction). (2) The miRNA is hsa-miR-3651 with sequence CAUAGCCCGGUCGCUGGUACAUGA. The protein sequence of the target gene is MEHSGILASLILIAVLPQGSPFKIQVTEYEDKVFVTCNTSVMHLDGTVEGWFAKNKTLNLGKGVLDPRGIYLCNGTEQLAKVVSSVQVHYRMCQNCVELDSGTMAGVIFIDLIATLLLALGVYCFAGHETGRPSGAAEVQALLKNEQLYQPLRDREDTQYSRLGGNWPRNKKS. Result: 0 (no interaction). (3) The miRNA is hsa-miR-4764-5p with sequence UGGAUGUGGAAGGAGUUAUCU. The protein sequence of the target gene is MSVSVHETRKSRSSTGSMNVTLFHKASHPDCVLAHLNTLRKHCMFTDVTLWAGDRAFPCHRAVLAASSRYFEAMFSHGLRESRDDTVNFQDNLHPEVLELLLDFAYSSRIAINEENAESLLEAGDMLQFHDVRDAAAEFLEKNLFPSNCLGMMLLSDAHQCRRLYEFSWRMCLVHFETVRQSEDFNSLSKDTLLDLISSDELETEDERVVFEAILQWVKHDLEPRKVHLPELLRSVRLALLPSDCLQEAVSSEALLMADERTKLIMDEALRCKTRILQNDGVVTSPCARPRKAGHTLLIL.... Result: 1 (interaction).